Dataset: Full USPTO retrosynthesis dataset with 1.9M reactions from patents (1976-2016). Task: Predict the reactants needed to synthesize the given product. Given the product [CH2:25]([O:24][C:22]([N:4]1[C:5]2[C:10](=[CH:9][CH:8]=[C:7]([C:11]([OH:13])=[O:12])[CH:6]=2)[C:2]([CH3:1])=[CH:3]1)=[O:23])[CH2:28][CH2:29][CH3:30], predict the reactants needed to synthesize it. The reactants are: [CH3:1][C:2]1[C:10]2[C:5](=[CH:6][C:7]([C:11]([OH:13])=[O:12])=[CH:8][CH:9]=2)[NH:4][CH:3]=1.[C:22](O[C:22]([O:24][C:25]([CH3:28])(C)C)=[O:23])([O:24][C:25](C)(C)[CH3:28])=[O:23].[CH2:29](N(CC)CC)[CH3:30].